From a dataset of Reaction yield outcomes from USPTO patents with 853,638 reactions. Predict the reaction yield, written as a fraction of the theoretical maximum amount of product (1.0 means a 100% yield; for example, 0.34 means a 34% yield). (1) The reactants are [CH:1]12[C:9](=[C:10]([C:18]3[CH:23]=[CH:22][C:21](Br)=[CH:20][CH:19]=3)[C:11]3[CH:16]=[CH:15][C:14]([OH:17])=[CH:13][CH:12]=3)[CH:5]([CH2:6][CH2:7][CH2:8]1)[CH2:4][CH2:3][CH2:2]2.[C:25]([O:29][C:30]([CH3:33])([CH3:32])[CH3:31])(=[O:28])[CH:26]=[CH2:27].CC1C=CC=CC=1P(C1C=CC=CC=1C)C1C=CC=CC=1C.CCN(CC)CC. The catalyst is CC([O-])=O.CC([O-])=O.[Pd+2].CC#N. The product is [CH:1]12[C:9](=[C:10]([C:11]3[CH:16]=[CH:15][C:14]([OH:17])=[CH:13][CH:12]=3)[C:18]3[CH:23]=[CH:22][C:21](/[CH:27]=[CH:26]/[C:25]([O:29][C:30]([CH3:33])([CH3:32])[CH3:31])=[O:28])=[CH:20][CH:19]=3)[CH:5]([CH2:6][CH2:7][CH2:8]1)[CH2:4][CH2:3][CH2:2]2. The yield is 0.920. (2) The reactants are [C:1]([C:3]1[CH:4]=[N:5][N:6]([CH2:8][CH2:9][C@@:10]([CH3:25])([S:21]([CH3:24])(=[O:23])=[O:22])[C:11]([NH:13][O:14]C2CCCCO2)=[O:12])[CH:7]=1)#[N:2].Cl. The catalyst is CCO. The product is [C:1]([C:3]1[CH:4]=[N:5][N:6]([CH2:8][CH2:9][C@@:10]([CH3:25])([S:21]([CH3:24])(=[O:22])=[O:23])[C:11]([NH:13][OH:14])=[O:12])[CH:7]=1)#[N:2]. The yield is 0.160. (3) The reactants are [NH2:1][C:2]1[O:6][N:5]=[C:4]([C:7]2[S:8][CH:9]=[CH:10][CH:11]=2)[C:3]=1[C:12]([NH2:14])=[O:13].[C:15]1([N:21]=[C:22]=[O:23])[CH:20]=[CH:19][CH:18]=[CH:17][CH:16]=1. The catalyst is ClCCl. The product is [C:15]1([NH:21][C:22](=[O:23])[NH:1][C:2]2[O:6][N:5]=[C:4]([C:7]3[S:8][CH:9]=[CH:10][CH:11]=3)[C:3]=2[C:12]([NH2:14])=[O:13])[CH:20]=[CH:19][CH:18]=[CH:17][CH:16]=1. The yield is 0.450. (4) The reactants are Cl.[NH:2]1[CH2:5][CH:4]([O:6][C:7]2[CH:8]=[CH:9][C:10]([C:13]([NH:15][C:16]3[CH:21]=[CH:20][C:19]([NH:22][C:23]([NH:25][C:26]4[CH:30]=[C:29]([C:31]([CH3:34])([CH3:33])[CH3:32])[O:28][N:27]=4)=[O:24])=[CH:18][CH:17]=3)=[O:14])=[N:11][CH:12]=2)[CH2:3]1.Cl.F[CH2:37][C:38](C1ON=C(NC(=O)NC2C=CC(NC(=O)C3C=CC(OC4CCNCC4)=CN=3)=CC=2)C=1)(C)[CH2:39]F. No catalyst specified. The product is [C:31]([C:29]1[O:28][N:27]=[C:26]([NH:25][C:23](=[O:24])[NH:22][C:19]2[CH:18]=[CH:17][C:16]([NH:15][C:13](=[O:14])[C:10]3[CH:9]=[CH:8][C:7]([O:6][CH:4]4[CH2:5][N:2]([CH:38]([CH3:39])[CH3:37])[CH2:3]4)=[CH:12][N:11]=3)=[CH:21][CH:20]=2)[CH:30]=1)([CH3:34])([CH3:33])[CH3:32]. The yield is 0.190. (5) The reactants are Cl[C:2]1[N:31]=[CH:30][CH:29]=[CH:28][C:3]=1[C:4]([NH:6][C:7]1[CH:8]=[N:9][C:10]([N:13]2[C:17]([C:18]([F:21])([F:20])[F:19])=[CH:16][C:15]([C:22]3[CH:23]=[N:24][CH:25]=[CH:26][CH:27]=3)=[N:14]2)=[CH:11][CH:12]=1)=[O:5].[NH2:32][CH2:33][CH2:34][N:35]1[CH2:40][CH2:39][O:38][CH2:37][CH2:36]1. The catalyst is CN(C)C=O.C(=O)(O)[O-].[Na+]. The product is [N:35]1([CH2:34][CH2:33][NH:32][C:2]2[N:31]=[CH:30][CH:29]=[CH:28][C:3]=2[C:4]([NH:6][C:7]2[CH:8]=[N:9][C:10]([N:13]3[C:17]([C:18]([F:21])([F:20])[F:19])=[CH:16][C:15]([C:22]4[CH:23]=[N:24][CH:25]=[CH:26][CH:27]=4)=[N:14]3)=[CH:11][CH:12]=2)=[O:5])[CH2:40][CH2:39][O:38][CH2:37][CH2:36]1. The yield is 0.390. (6) The reactants are C[O:2][C:3](=[O:12])[CH:4]([C:6]1[CH:11]=[CH:10][CH:9]=[CH:8][CH:7]=1)Br.[CH3:13][C:14]1[CH:19]=[CH:18][C:17]([SH:20])=[CH:16][CH:15]=1.[NH2:21][C:22]1[CH:27]=[CH:26][CH:25]=[CH:24][N:23]=1. The catalyst is C1COCC1. The product is [CH3:13][C:14]1[CH:19]=[CH:18][C:17]([S:20][CH:4]([C:6]2[CH:11]=[CH:10][CH:9]=[CH:8][CH:7]=2)[C:3]([OH:2])=[O:12])=[CH:16][CH:15]=1.[CH3:13][C:14]1[CH:19]=[CH:18][C:17]([S:20][CH:4]([C:6]2[CH:7]=[CH:8][CH:9]=[CH:10][CH:11]=2)[C:3]([NH:21][C:22]2[CH:27]=[CH:26][CH:25]=[CH:24][N:23]=2)=[O:12])=[CH:16][CH:15]=1. The yield is 0.600. (7) The reactants are C(OC([NH:8][C@@H:9]([CH2:25][C:26]1[CH:31]=[CH:30][C:29]([OH:32])=[C:28]([OH:33])[CH:27]=1)[C:10]([O:12][CH2:13][C@H:14]([O:16][C:17]([C:19]1[CH:24]=[CH:23][CH:22]=[CH:21][CH:20]=1)=[O:18])[CH3:15])=[O:11])=O)(C)(C)C.[ClH:34]. The catalyst is O1CCOCC1. The product is [ClH:34].[NH2:8][C@@H:9]([CH2:25][C:26]1[CH:31]=[CH:30][C:29]([OH:32])=[C:28]([OH:33])[CH:27]=1)[C:10]([O:12][CH2:13][C@H:14]([O:16][C:17]([C:19]1[CH:24]=[CH:23][CH:22]=[CH:21][CH:20]=1)=[O:18])[CH3:15])=[O:11]. The yield is 0.870. (8) The reactants are [Cl:1][C:2]1[C:7](C)=[C:6]([CH:9]=[O:10])[CH:5]=[CH:4][N:3]=1.[N:11]1[CH:16]=[CH:15][CH:14]=[CH:13][CH:12]=1.[CH3:17]C(C[AlH]CC(C)C)C.[K+].[Na+].C([O-])(=O)C(C(C([O-])=O)O)O. The catalyst is C(Cl)Cl.O. The product is [Cl:1][C:2]1[CH:7]=[C:6]([CH:5]=[CH:4][N:3]=1)[C:9]([NH:11][C:16]1[CH:15]=[CH:14][CH:13]=[CH:12][CH:17]=1)=[O:10]. The yield is 0.770. (9) The reactants are Cl[CH:2]([CH:8]=O)[C:3]([O:5][CH2:6][CH3:7])=[O:4].[CH:10]1([N:13]([CH:35]2[CH2:37][CH2:36]2)[C:14]([C:16]2[N:32]([CH2:33][CH3:34])[C:19]3=[N:20][C:21]([NH:28][C:29]([NH2:31])=[S:30])=[C:22]4[N:26]=[CH:25][N:24]([CH3:27])[C:23]4=[C:18]3[CH:17]=2)=[O:15])[CH2:12][CH2:11]1. No catalyst specified. The product is [CH:35]1([N:13]([CH:10]2[CH2:11][CH2:12]2)[C:14]([C:16]2[N:32]([CH2:33][CH3:34])[C:19]3=[N:20][C:21]([NH:28][C:29]4[S:30][C:2]([C:3]([O:5][CH2:6][CH3:7])=[O:4])=[CH:8][N:31]=4)=[C:22]4[N:26]=[CH:25][N:24]([CH3:27])[C:23]4=[C:18]3[CH:17]=2)=[O:15])[CH2:36][CH2:37]1. The yield is 0.170.